From a dataset of Reaction yield outcomes from USPTO patents with 853,638 reactions. Predict the reaction yield, written as a fraction of the theoretical maximum amount of product (1.0 means a 100% yield; for example, 0.34 means a 34% yield). (1) The reactants are [C:1]([O-:4])([O-:3])=O.[K+].[K+].[NH:7]1[CH2:12][CH2:11][CH2:10][CH2:9][CH2:8]1.[C:13](Cl)([O:15][CH2:16][C:17]1[CH:22]=[CH:21][CH:20]=[CH:19][CH:18]=1)=[O:14].[CH2:24]1COC[CH2:25]1.O. No catalyst specified. The product is [CH2:24]([O:3][C:1]([C@H:9]1[CH2:10][CH2:11][CH2:12][N:7]([C:13]([O:15][CH2:16][C:17]2[CH:22]=[CH:21][CH:20]=[CH:19][CH:18]=2)=[O:14])[CH2:8]1)=[O:4])[CH3:25]. The yield is 1.00. (2) The reactants are [F:1][C:2]1[C:3]([C:9]2[N:10]([CH:15]([CH3:17])[CH3:16])[C:11]([CH3:14])=[N:12][CH:13]=2)=[N:4][C:5]([NH2:8])=[N:6][CH:7]=1.CC1(C)C2C(=C(P(C3C=CC=CC=3)C3C=CC=CC=3)C=CC=2)OC2C(P(C3C=CC=CC=3)C3C=CC=CC=3)=CC=CC1=2.C(=O)([O-])[O-].[Cs+].[Cs+].Cl[C:67]1[CH:78]=[CH:77][C:70]([C:71]([NH:73][CH:74]2[CH2:76][CH2:75]2)=[O:72])=[C:69]([C:79]#[N:80])[CH:68]=1. The catalyst is O1CCOCC1. The product is [C:79]([C:69]1[CH:68]=[C:67]([NH:8][C:5]2[N:4]=[C:3]([C:9]3[N:10]([CH:15]([CH3:17])[CH3:16])[C:11]([CH3:14])=[N:12][CH:13]=3)[C:2]([F:1])=[CH:7][N:6]=2)[CH:78]=[CH:77][C:70]=1[C:71]([NH:73][CH:74]1[CH2:75][CH2:76]1)=[O:72])#[N:80]. The yield is 0.530. (3) The reactants are [Br:1][C:2]1[CH:7]=[CH:6][C:5]([N:8]2[CH2:13][CH2:12][NH:11][CH2:10][CH2:9]2)=[CH:4][C:3]=1[C:14]([F:17])([F:16])[F:15].[C:18](O[C:18]([O:20][C:21]([CH3:24])([CH3:23])[CH3:22])=[O:19])([O:20][C:21]([CH3:24])([CH3:23])[CH3:22])=[O:19]. The catalyst is ClCCl. The product is [Br:1][C:2]1[CH:7]=[CH:6][C:5]([N:8]2[CH2:13][CH2:12][N:11]([C:18]([O:20][C:21]([CH3:24])([CH3:23])[CH3:22])=[O:19])[CH2:10][CH2:9]2)=[CH:4][C:3]=1[C:14]([F:15])([F:17])[F:16]. The yield is 1.00. (4) The reactants are [C:1](Cl)(=[O:11])[C:2]1[C:3](=[CH:7][CH:8]=[CH:9][CH:10]=1)[C:4](Cl)=[O:5].[OH-].[Na+].[CH3:15][C:16]([NH2:21])([CH3:20])[CH2:17][S:18][CH3:19].C1(=O)NC(=[O:28])C2=CC=CC1=C2.OO.[CH3:35][C:36]1[CH:42]=[C:41]([C:43]([F:52])([C:48]([F:51])([F:50])[F:49])[C:44]([F:47])([F:46])[F:45])[CH:40]=[CH:39][C:37]=1[NH2:38].S([O-])([O-])=O.[Na+].[Na+].C(=O)([O-])O.[Na+]. The catalyst is O.C1(C)C=CC(S(O)(=O)=O)=CC=1.ClCCCl. The product is [CH3:15][C:16]([NH:21][C:1]([C:2]1[C:3]([C:4]([NH:38][C:37]2[CH:39]=[CH:40][C:41]([C:43]([F:52])([C:44]([F:46])([F:47])[F:45])[C:48]([F:49])([F:50])[F:51])=[CH:42][C:36]=2[CH3:35])=[O:5])=[CH:7][CH:8]=[CH:9][CH:10]=1)=[O:11])([CH3:20])[CH2:17][S:18]([CH3:19])=[O:28]. The yield is 0.830. (5) The reactants are [F:1][C:2]1[CH:10]=[CH:9][C:8]([N+:11]([O-:13])=[O:12])=[CH:7][C:3]=1[C:4](Cl)=[O:5].C(N(CC)CC)C.[F:21][C:22]1[CH:23]=[C:24]([C:34](=[O:36])[CH3:35])[CH:25]=[CH:26][C:27]=1[N:28]1[CH2:33][CH2:32][NH:31][CH2:30][CH2:29]1. The catalyst is O1CCOCC1. The product is [F:21][C:22]1[CH:23]=[C:24]([C:34](=[O:36])[CH3:35])[CH:25]=[CH:26][C:27]=1[N:28]1[CH2:33][CH2:32][N:31]([C:4](=[O:5])[C:3]2[CH:7]=[C:8]([N+:11]([O-:13])=[O:12])[CH:9]=[CH:10][C:2]=2[F:1])[CH2:30][CH2:29]1. The yield is 0.680. (6) The reactants are [Br:1][C:2]1[CH:3]=[C:4]([O:22][C:23]2[CH:28]=[CH:27][CH:26]=[CH:25][CH:24]=2)[C:5]([NH:8][C:9]2[S:10][CH:11]=[C:12]([CH2:14][C:15]([O:20][CH3:21])([CH3:19])[C:16](O)=[O:17])[N:13]=2)=[N:6][CH:7]=1.CN1CCOCC1.C1C=CC2N(O)N=NC=2C=1.CCN=C=NCCCN(C)C.[C:57]([NH:60][NH2:61])(=[O:59])[CH3:58]. The catalyst is C(Cl)Cl.CN(C=O)C. The product is [C:57]([NH:60][NH:61][C:16](=[O:17])[C:15]([O:20][CH3:21])([CH3:19])[CH2:14][C:12]1[N:13]=[C:9]([NH:8][C:5]2[C:4]([O:22][C:23]3[CH:28]=[CH:27][CH:26]=[CH:25][CH:24]=3)=[CH:3][C:2]([Br:1])=[CH:7][N:6]=2)[S:10][CH:11]=1)(=[O:59])[CH3:58]. The yield is 1.00. (7) The reactants are Cl[C:2]1[N:3]=[C:4]([NH:13][C@H:14]2[CH2:19][CH2:18][C@H:17]([N:20]3[CH2:25][CH2:24][O:23][CH2:22][CH2:21]3)[CH2:16][CH2:15]2)[C:5]2[N:10]=[C:9]([CH2:11][CH3:12])[S:8][C:6]=2[N:7]=1.[O:26]1[CH2:31][CH2:30][CH:29]([N:32]2[CH:36]=[C:35]([NH2:37])[CH:34]=[N:33]2)[CH2:28][CH2:27]1.Cl. The catalyst is C(O)(C)C. The product is [CH2:11]([C:9]1[S:8][C:6]2[N:7]=[C:2]([NH:37][C:35]3[CH:34]=[N:33][N:32]([CH:29]4[CH2:30][CH2:31][O:26][CH2:27][CH2:28]4)[CH:36]=3)[N:3]=[C:4]([NH:13][C@H:14]3[CH2:19][CH2:18][C@H:17]([N:20]4[CH2:25][CH2:24][O:23][CH2:22][CH2:21]4)[CH2:16][CH2:15]3)[C:5]=2[N:10]=1)[CH3:12]. The yield is 0.790.